Dataset: Reaction yield outcomes from USPTO patents with 853,638 reactions. Task: Predict the reaction yield, written as a fraction of the theoretical maximum amount of product (1.0 means a 100% yield; for example, 0.34 means a 34% yield). (1) The reactants are [C:1]([O:5][C:6]([N:8]1[CH2:13][CH2:12][CH:11]([C:14]([C:17]2[CH:22]=[CH:21][CH:20]=[C:19]([C:23]([F:26])([F:25])[F:24])[C:18]=2F)=[N:15][OH:16])[CH2:10][CH2:9]1)=[O:7])([CH3:4])([CH3:3])[CH3:2].CC(C)([O-])C.[K+]. The catalyst is C1COCC1. The product is [C:1]([O:5][C:6]([N:8]1[CH2:13][CH2:12][CH:11]([C:14]2[C:17]3[CH:22]=[CH:21][CH:20]=[C:19]([C:23]([F:26])([F:25])[F:24])[C:18]=3[O:16][N:15]=2)[CH2:10][CH2:9]1)=[O:7])([CH3:4])([CH3:3])[CH3:2]. The yield is 0.730. (2) The reactants are [C:1](Cl)(=[O:6])[C:2]([CH3:5])([CH3:4])[CH3:3].[Br-:8].C[SiH](C)C.[Bi](Br)(Br)Br.O=[CH:18][C@@H:19]([C@H:21]([C@@H:23]([C@@H:25]([CH2:27][OH:28])[OH:26])[OH:24])[OH:22])[OH:20]. The catalyst is ClCCl. The product is [CH3:3][C:2]([CH3:5])([CH3:4])[C:1]([O:20][C@@H:19]1[C@@H:21]([O:22][C:1](=[O:6])[C:2]([CH3:5])([CH3:4])[CH3:3])[C@H:23]([O:24][C:1](=[O:6])[C:2]([CH3:5])([CH3:4])[CH3:3])[C@@H:25]([CH2:27][O:28][C:1](=[O:6])[C:2]([CH3:5])([CH3:4])[CH3:3])[O:26][C@@H:18]1[Br:8])=[O:6]. The yield is 0.680. (3) The reactants are [Br:1][C:2]1[C:10]2[N:9]=[C:8]([CH3:11])[NH:7][C:6]=2[CH:5]=[C:4]([N+:12]([O-])=O)[CH:3]=1.O.O.[Sn](Cl)Cl.Cl. The catalyst is CO. The product is [Br:1][C:2]1[C:10]2[N:9]=[C:8]([CH3:11])[NH:7][C:6]=2[CH:5]=[C:4]([NH2:12])[CH:3]=1. The yield is 0.970. (4) The yield is 0.640. No catalyst specified. The reactants are Cl.[NH2:2][C@H:3]1[C@H:7]([C:8]2[CH:13]=[CH:12][C:11]([F:14])=[C:10]([F:15])[CH:9]=2)[CH2:6][N:5]([CH2:16][C:17]#[N:18])[CH2:4]1.[CH3:19][O:20][CH2:21][CH2:22][O:23][C:24]1[C:28]([CH3:29])=[C:27]([NH:30][C:31](=O)[O:32]C2C=CC=CC=2)[N:26]([C:40]2[CH:45]=[CH:44][CH:43]=[CH:42][CH:41]=2)[N:25]=1.CC(N(C)C)=O.CCN(C(C)C)C(C)C. The product is [C:17]([CH2:16][N:5]1[CH2:6][C@@H:7]([C:8]2[CH:13]=[CH:12][C:11]([F:14])=[C:10]([F:15])[CH:9]=2)[C@H:3]([NH:2][C:31]([NH:30][C:27]2[N:26]([C:40]3[CH:45]=[CH:44][CH:43]=[CH:42][CH:41]=3)[N:25]=[C:24]([O:23][CH2:22][CH2:21][O:20][CH3:19])[C:28]=2[CH3:29])=[O:32])[CH2:4]1)#[N:18]. (5) The reactants are [OH:1][CH:2]1[C:7](=[O:8])[CH2:6][CH:5]([C:9]2[CH:14]=[CH:13][N:12]=[CH:11][C:10]=2[N+:15]([O-:17])=[O:16])[O:4][CH:3]1[CH3:18].N1C=CN=C1.[CH3:24][C:25]([Si:28](Cl)([CH3:30])[CH3:29])([CH3:27])[CH3:26]. The catalyst is C(Cl)Cl. The product is [Si:28]([O:1][CH:2]1[C:7](=[O:8])[CH2:6][CH:5]([C:9]2[CH:14]=[CH:13][N:12]=[CH:11][C:10]=2[N+:15]([O-:17])=[O:16])[O:4][CH:3]1[CH3:18])([C:25]([CH3:27])([CH3:26])[CH3:24])([CH3:30])[CH3:29]. The yield is 0.660. (6) The yield is 0.940. The reactants are Cl([O-])=O.[Na+].[OH:5][C:6]1[CH:7]=[C:8]([CH:11]=[C:12]([N+:15]([O-:17])=[O:16])[C:13]=1[OH:14])[CH:9]=[O:10].P([O-])(O)(O)=[O:19].[Na+].C([O-])(O)=O.[Na+]. The product is [OH:5][C:6]1[CH:7]=[C:8]([CH:11]=[C:12]([N+:15]([O-:17])=[O:16])[C:13]=1[OH:14])[C:9]([OH:19])=[O:10]. The catalyst is O.CS(C)=O.O. (7) The reactants are [I:1][C:2]1[C:10]2[C:5](=[N:6][CH:7]=[N:8][C:9]=2[NH2:11])[NH:4][N:3]=1.C([O-])([O-])=O.[K+].[K+].I[CH:19]1[CH2:23][CH2:22][CH2:21][CH2:20]1. The catalyst is CN(C=O)C. The product is [CH:19]1([N:4]2[C:5]3=[N:6][CH:7]=[N:8][C:9]([NH2:11])=[C:10]3[C:2]([I:1])=[N:3]2)[CH2:23][CH2:22][CH2:21][CH2:20]1. The yield is 0.600.